From a dataset of Merck oncology drug combination screen with 23,052 pairs across 39 cell lines. Regression. Given two drug SMILES strings and cell line genomic features, predict the synergy score measuring deviation from expected non-interaction effect. (1) Drug 1: CCC1(O)C(=O)OCc2c1cc1n(c2=O)Cc2cc3c(CN(C)C)c(O)ccc3nc2-1. Drug 2: Cn1c(=O)n(-c2ccc(C(C)(C)C#N)cc2)c2c3cc(-c4cnc5ccccc5c4)ccc3ncc21. Cell line: A2780. Synergy scores: synergy=8.38. (2) Drug 1: CCC1(O)CC2CN(CCc3c([nH]c4ccccc34)C(C(=O)OC)(c3cc4c(cc3OC)N(C)C3C(O)(C(=O)OC)C(OC(C)=O)C5(CC)C=CCN6CCC43C65)C2)C1. Drug 2: CCN(CC)CCNC(=O)c1c(C)[nH]c(C=C2C(=O)Nc3ccc(F)cc32)c1C. Cell line: PA1. Synergy scores: synergy=-9.91. (3) Drug 1: O=C(O)C1(Cc2cccc(Nc3nccs3)n2)CCC(Oc2cccc(Cl)c2F)CC1. Drug 2: CCC1(O)C(=O)OCc2c1cc1n(c2=O)Cc2cc3c(CN(C)C)c(O)ccc3nc2-1. Cell line: SW837. Synergy scores: synergy=7.00. (4) Drug 1: CN1C(=O)C=CC2(C)C3CCC4(C)C(NC(=O)OCC(F)(F)F)CCC4C3CCC12. Drug 2: CC(C)CC(NC(=O)C(Cc1ccccc1)NC(=O)c1cnccn1)B(O)O. Cell line: NCIH23. Synergy scores: synergy=-7.11. (5) Drug 1: Cn1nnc2c(C(N)=O)ncn2c1=O. Drug 2: Cc1nc(Nc2ncc(C(=O)Nc3c(C)cccc3Cl)s2)cc(N2CCN(CCO)CC2)n1. Cell line: OV90. Synergy scores: synergy=9.87.